Dataset: Catalyst prediction with 721,799 reactions and 888 catalyst types from USPTO. Task: Predict which catalyst facilitates the given reaction. (1) Reactant: Br[C:2]1[CH:7]=[CH:6][C:5]([C:8]2[CH:13]=[CH:12][C:11]([C:14]3[N:15]=[C:16]([C@@H:19]4[CH2:23][CH2:22][CH2:21][N:20]4[C:24](=[O:34])[C@@H:25]([NH:29][C:30](=O)[O:31]C)[CH:26]([CH3:28])[CH3:27])[NH:17][CH:18]=3)=[CH:10][CH:9]=2)=[CH:4][CH:3]=1.[CH3:35][CH:36]([CH3:68])[C@H:37]([NH:63][C:64](=[O:67])[O:65][CH3:66])[C:38](=[O:62])[N:39]1[CH2:43][CH2:42][CH2:41][C@H:40]1[C:44]1[NH:45][C:46]2[CH:52]=[CH:51][C:50](B3OC(C)(C)C(C)(C)O3)=[CH:49][C:47]=2[N:48]=1.[CH2:69](Cl)Cl.C([O-])(O)=O.[Na+].[OH2:77]. Product: [CH3:69][O:77][C:30](=[O:31])[NH:29][C@H:25]([C:24]([N:20]1[CH2:21][CH2:22][CH2:23][C@H:19]1[C:16]1[NH:15][C:14]([C:11]2[CH:12]=[CH:13][C:8]([C:5]3[CH:6]=[CH:7][C:2]([C:50]4[CH:51]=[CH:52][C:46]5[N:45]=[C:44]([C@@H:40]6[CH2:41][CH2:42][CH2:43][N:39]6[C:38](=[O:62])[C@@H:37]([NH:63][C:64]([O:65][CH3:66])=[O:67])[CH:36]([CH3:68])[CH3:35])[NH:48][C:47]=5[CH:49]=4)=[CH:3][CH:4]=3)=[CH:9][CH:10]=2)=[CH:18][N:17]=1)=[O:34])[CH:26]([CH3:27])[CH3:28]. The catalyst class is: 10. (2) The catalyst class is: 23. Reactant: [NH:1]1[CH2:6][CH2:5][CH:4]([CH2:7][CH2:8][OH:9])[CH2:3][CH2:2]1.C(N(CC)CC)C.[C:17](OC([O-])=O)([O:19][C:20]([CH3:23])([CH3:22])[CH3:21])=[O:18]. Product: [C:20]([O:19][C:17]([N:1]1[CH2:6][CH2:5][CH:4]([CH2:7][CH2:8][OH:9])[CH2:3][CH2:2]1)=[O:18])([CH3:23])([CH3:22])[CH3:21]. (3) Reactant: [CH3:1][O:2][CH2:3][CH2:4][N:5]([CH2:40][CH2:41][O:42][CH3:43])[C:6](=[O:39])[CH2:7][NH:8][C:9]([C@H:11]1[C@H:15]([C:16]2[CH:21]=[CH:20][CH:19]=[C:18]([Cl:22])[C:17]=2[F:23])[C@:14]([C:26]2[CH:31]=[CH:30][C:29]([Cl:32])=[CH:28][C:27]=2[F:33])([C:24]#[N:25])[C@H:13]([CH2:34][C:35]([CH3:38])([CH3:37])[CH3:36])[NH:12]1)=[O:10].[CH3:44]OCCOC.C=O. Product: [Cl:22][C:18]1[C:17]([F:23])=[C:16]([C@H:15]2[C@H:11]3[N:12]([CH2:44][N:8]([CH2:7][C:6]([N:5]([CH2:40][CH2:41][O:42][CH3:43])[CH2:4][CH2:3][O:2][CH3:1])=[O:39])[C:9]3=[O:10])[C@@H:13]([CH2:34][C:35]([CH3:37])([CH3:38])[CH3:36])[C@@:14]2([C:26]2[CH:31]=[CH:30][C:29]([Cl:32])=[CH:28][C:27]=2[F:33])[C:24]#[N:25])[CH:21]=[CH:20][CH:19]=1. The catalyst class is: 6. (4) Reactant: [SH:1][C:2]1[CH:3]=[C:4]([CH:7]=[CH:8][CH:9]=1)[C:5]#[N:6].C(=O)([O-])[O-].[K+].[K+].[C:16]([O:19][CH2:20][CH2:21][CH2:22][CH2:23]Br)(=[O:18])[CH3:17].Cl. Product: [C:16]([O:19][CH2:20][CH2:21][CH2:22][CH2:23][S:1][C:2]1[CH:3]=[C:4]([CH:7]=[CH:8][CH:9]=1)[C:5]#[N:6])(=[O:18])[CH3:17]. The catalyst class is: 9. (5) Reactant: [C:1]([C:5]1[O:9][N:8]=[C:7]([NH:10][C:11](=[O:27])[CH2:12][C:13]2[CH:18]=[CH:17][C:16]([C:19]3[CH:20]=[N:21][C:22]([NH:25][CH3:26])=[CH:23][CH:24]=3)=[CH:15][CH:14]=2)[CH:6]=1)([CH3:4])([CH3:3])[CH3:2].[CH3:28][S:29]([OH:32])(=[O:31])=[O:30]. Product: [CH3:28][S:29]([O-:32])(=[O:31])=[O:30].[C:1]([C:5]1[O:9][N:8]=[C:7]([NH:10][C:11](=[O:27])[CH2:12][C:13]2[CH:18]=[CH:17][C:16]([C:19]3[CH:24]=[CH:23][C:22]([NH2+:25][CH3:26])=[N:21][CH:20]=3)=[CH:15][CH:14]=2)[CH:6]=1)([CH3:4])([CH3:2])[CH3:3]. The catalyst class is: 8.